From a dataset of Reaction yield outcomes from USPTO patents with 853,638 reactions. Predict the reaction yield, written as a fraction of the theoretical maximum amount of product (1.0 means a 100% yield; for example, 0.34 means a 34% yield). (1) The reactants are [F:1][C:2]1[CH:10]=[CH:9][CH:8]=[C:7]2[C:3]=1[CH:4]=[CH:5][NH:6]2.[C:11](Cl)(=[O:15])[C:12]([Cl:14])=[O:13]. The catalyst is CCOCC. The product is [F:1][C:2]1[CH:10]=[CH:9][CH:8]=[C:7]2[C:3]=1[C:4]([C:11](=[O:15])[C:12]([Cl:14])=[O:13])=[CH:5][NH:6]2. The yield is 0.780. (2) The reactants are [CH3:1][S:2]([C:5]1[CH:10]=[CH:9][C:8]([N+:11]([O-])=O)=[CH:7][CH:6]=1)(=[O:4])=[O:3]. The catalyst is C1COCC1.C(O)C.[Pd]. The product is [CH3:1][S:2]([C:5]1[CH:10]=[CH:9][C:8]([NH2:11])=[CH:7][CH:6]=1)(=[O:3])=[O:4]. The yield is 0.910. (3) The reactants are [Cl-].[Li+].C(OP([CH2:11][C:12]([O:14][CH2:15][CH3:16])=[O:13])(OCC)=O)C.[CH2:17]1[CH2:27][CH2:26]N2C(=NCCC2)[CH2:19][CH2:18]1.C1(C=O)CCC1. The catalyst is CC#N. The product is [CH:18]1(/[CH:19]=[CH:11]/[C:12]([O:14][CH2:15][CH3:16])=[O:13])[CH2:17][CH2:27][CH2:26]1. The yield is 0.940. (4) The reactants are Cl[C:2]1[C:11]2[C:6](=[CH:7][CH:8]=[CH:9][CH:10]=2)[N:5]=[C:4]([C:12]([F:15])([F:14])[F:13])[N:3]=1.[NH2:16][NH2:17].C(=O)([O-])[O-].[K+].[K+]. The catalyst is O1CCCC1. The product is [F:13][C:12]([F:15])([F:14])[C:4]1[N:3]=[C:2]([NH:16][NH2:17])[C:11]2[C:6](=[CH:7][CH:8]=[CH:9][CH:10]=2)[N:5]=1. The yield is 0.560. (5) The reactants are [NH:1]1[C:9]2[C:4](=[CH:5][CH:6]=[CH:7][CH:8]=2)[C:3]([C:10]([OH:12])=O)=[N:2]1.C(N1C=CN=C1)(N1C=CN=C1)=O.Cl.[CH3:26][NH:27][O:28][CH3:29]. The catalyst is CN(C=O)C. The product is [CH3:29][O:28][N:27]([CH3:26])[C:10]([C:3]1[C:4]2[C:9](=[CH:8][CH:7]=[CH:6][CH:5]=2)[NH:1][N:2]=1)=[O:12]. The yield is 0.790.